From a dataset of Forward reaction prediction with 1.9M reactions from USPTO patents (1976-2016). Predict the product of the given reaction. (1) Given the reactants [CH:1]1([C:4](=O)[CH2:5][C:6](=O)[C:7]([F:10])([F:9])[F:8])[CH2:3][CH2:2]1.Cl.[Br:14][C:15]1[CH:20]=[CH:19][C:18]([NH:21][NH2:22])=[CH:17][CH:16]=1, predict the reaction product. The product is: [Br:14][C:15]1[CH:20]=[CH:19][C:18]([N:21]2[C:4]([CH:1]3[CH2:3][CH2:2]3)=[CH:5][C:6]([C:7]([F:10])([F:9])[F:8])=[N:22]2)=[CH:17][CH:16]=1. (2) The product is: [C:34]([N:20]1[CH2:21][CH2:22][CH2:23][CH2:24][CH:19]1[C:17]1[CH:16]=[C:11]([CH:10]=[C:9]([CH:7]([CH:1]2[CH2:2][CH2:3][CH2:4][CH2:5][CH2:6]2)[CH3:8])[CH:18]=1)[C:12]([O:14][CH3:15])=[O:13])(=[O:36])[CH3:35]. Given the reactants [C:1]1([C:7]([C:9]2[CH:10]=[C:11]([CH:16]=[C:17]([C:19]3[CH:24]=[CH:23][CH:22]=[CH:21][N:20]=3)[CH:18]=2)[C:12]([O:14][CH3:15])=[O:13])=[CH2:8])[CH:6]=[CH:5][CH:4]=[CH:3][CH:2]=1.CCN(C(C)C)C(C)C.[C:34](Cl)(=[O:36])[CH3:35], predict the reaction product. (3) Given the reactants [CH2:1]([NH:3][C:4](=[O:29])[NH:5][C:6]1[CH:27]=[CH:26][C:9]([O:10][C:11]2[C:20]3[C:15](=[CH:16][C:17]([O:24][CH3:25])=[C:18]([C:21]([OH:23])=O)[CH:19]=3)[N:14]=[CH:13][CH:12]=2)=[CH:8][C:7]=1[F:28])[CH3:2].[F:30][C@H:31]1[CH2:33][C@H:32]1[NH2:34].F[P-](F)(F)(F)(F)F.N1(O[P+](N(C)C)(N(C)C)N(C)C)C2C=CC=CC=2N=N1, predict the reaction product. The product is: [F:30][C@H:31]1[CH2:33][C@H:32]1[NH:34][C:21]([C:18]1[CH:19]=[C:20]2[C:15](=[CH:16][C:17]=1[O:24][CH3:25])[N:14]=[CH:13][CH:12]=[C:11]2[O:10][C:9]1[CH:26]=[CH:27][C:6]([NH:5][C:4]([NH:3][CH2:1][CH3:2])=[O:29])=[C:7]([F:28])[CH:8]=1)=[O:23]. (4) Given the reactants [Br:1][C:2]1[CH:3]=[C:4]2[C:10]3([CH2:15][CH2:14][NH:13][CH2:12][CH2:11]3)[C:9](=[O:16])[NH:8][C:5]2=[CH:6][CH:7]=1.[Cl:17][C:18]1[CH:26]=[C:25]2[C:21]([C:22]([C:27](O)=[O:28])=[CH:23][NH:24]2)=[CH:20][CH:19]=1, predict the reaction product. The product is: [Br:1][C:2]1[CH:3]=[C:4]2[C:10]3([CH2:11][CH2:12][N:13]([C:27]([C:22]4[C:21]5[C:25](=[CH:26][C:18]([Cl:17])=[CH:19][CH:20]=5)[NH:24][CH:23]=4)=[O:28])[CH2:14][CH2:15]3)[C:9](=[O:16])[NH:8][C:5]2=[CH:6][CH:7]=1. (5) The product is: [CH2:12]([C@H:11]([NH:19][C:20](=[O:30])[O:21][C@@H:22]1[C@H:29]2[C@H:25]([O:26][CH2:27][CH2:28]2)[O:24][CH2:23]1)[C@H:10]([OH:31])[CH2:9][N:8]([CH2:7][C:6]([CH3:44])([CH3:43])[CH2:5][CH2:4][CH2:3][CH2:2][NH:1][C:56]([N:55]([CH3:59])[CH3:54])=[O:57])[S:32]([C:35]1[CH:40]=[CH:39][CH:38]=[C:37]([NH:41][CH3:42])[CH:36]=1)(=[O:34])=[O:33])[C:13]1[CH:14]=[CH:15][CH:16]=[CH:17][CH:18]=1. Given the reactants [NH2:1][CH2:2][CH2:3][CH2:4][CH2:5][C:6]([CH3:44])([CH3:43])[CH2:7][N:8]([S:32]([C:35]1[CH:40]=[CH:39][CH:38]=[C:37]([NH:41][CH3:42])[CH:36]=1)(=[O:34])=[O:33])[CH2:9][C@@H:10]([OH:31])[C@@H:11]([NH:19][C:20](=[O:30])[O:21][C@@H:22]1[C@H:29]2[C@H:25]([O:26][CH2:27][CH2:28]2)[O:24][CH2:23]1)[CH2:12][C:13]1[CH:18]=[CH:17][CH:16]=[CH:15][CH:14]=1.C(N(CC)C(C)C)(C)C.[CH3:54][N:55]([CH3:59])[C:56](Cl)=[O:57], predict the reaction product. (6) Given the reactants Cl[C:2]1[C:11]2[C:6](=[CH:7][C:8]([NH:12][S:13]([C:16]3[CH:21]=[CH:20][C:19]([Cl:22])=[CH:18][CH:17]=3)(=[O:15])=[O:14])=[CH:9][CH:10]=2)[CH:5]=[CH:4][N:3]=1.CO.[CH3:25][NH:26][CH3:27].O, predict the reaction product. The product is: [Cl:22][C:19]1[CH:20]=[CH:21][C:16]([S:13]([NH:12][C:8]2[CH:7]=[C:6]3[C:11](=[CH:10][CH:9]=2)[C:2]([N:26]([CH3:27])[CH3:25])=[N:3][CH:4]=[CH:5]3)(=[O:15])=[O:14])=[CH:17][CH:18]=1.